From a dataset of Blood-brain barrier penetration binary classification data from Martins et al.. Regression/Classification. Given a drug SMILES string, predict its absorption, distribution, metabolism, or excretion properties. Task type varies by dataset: regression for continuous measurements (e.g., permeability, clearance, half-life) or binary classification for categorical outcomes (e.g., BBB penetration, CYP inhibition). Dataset: bbb_martins. (1) The drug is CC(=O)N1CCN(C(=O)Cc2ccccc2)[C@@H](CN2CC[C@@H](O)C2)C1. The result is 0 (does not penetrate BBB). (2) The molecule is C[C@H]1O[C@@H](O[C@H]2[C@@H](O)C[C@H](O[C@H]3[C@@H](O)C[C@H](O[C@H]4CC[C@]5(C)[C@H]6CC[C@]7(C)[C@H](C8=CC(=O)OC8)CC[C@]7(O)[C@@H]6CC[C@@H]5C4)O[C@@H]3C)O[C@@H]2C)C[C@H](O)[C@@H]1O. The result is 0 (does not penetrate BBB). (3) The drug is COc1ccc(C2CNC(=O)C2)cc1OC1CCCC1. The result is 1 (penetrates BBB). (4) The compound is NC1CONC1=O. The result is 1 (penetrates BBB). (5) The molecule is CN1CCc2cccc3c2[C@H]1Cc1ccc(O)c(O)c1-3. The result is 1 (penetrates BBB). (6) The drug is CN(C)CCCN1c2ccccc2CC(=O)c2ccccc21. The result is 1 (penetrates BBB). (7) The compound is CCN(CC)CC(=O)OCC(=O)C1(O)CCC2C3CCC4=CC(=O)C=CC4(C)C3C(O)CC21C. The result is 1 (penetrates BBB).